From a dataset of NCI-60 drug combinations with 297,098 pairs across 59 cell lines. Regression. Given two drug SMILES strings and cell line genomic features, predict the synergy score measuring deviation from expected non-interaction effect. (1) Drug 1: COC1=C(C=C2C(=C1)N=CN=C2NC3=CC(=C(C=C3)F)Cl)OCCCN4CCOCC4. Drug 2: C1CC(C1)(C(=O)O)C(=O)O.[NH2-].[NH2-].[Pt+2]. Cell line: HCC-2998. Synergy scores: CSS=15.0, Synergy_ZIP=-3.33, Synergy_Bliss=0.626, Synergy_Loewe=-5.56, Synergy_HSA=0.707. (2) Drug 1: CC1=C2C(C(=O)C3(C(CC4C(C3C(C(C2(C)C)(CC1OC(=O)C(C(C5=CC=CC=C5)NC(=O)OC(C)(C)C)O)O)OC(=O)C6=CC=CC=C6)(CO4)OC(=O)C)OC)C)OC. Drug 2: CC1=C2C(C(=O)C3(C(CC4C(C3C(C(C2(C)C)(CC1OC(=O)C(C(C5=CC=CC=C5)NC(=O)OC(C)(C)C)O)O)OC(=O)C6=CC=CC=C6)(CO4)OC(=O)C)O)C)O. Cell line: NCI-H460. Synergy scores: CSS=81.0, Synergy_ZIP=20.2, Synergy_Bliss=19.7, Synergy_Loewe=13.9, Synergy_HSA=22.8. (3) Drug 1: CC1OCC2C(O1)C(C(C(O2)OC3C4COC(=O)C4C(C5=CC6=C(C=C35)OCO6)C7=CC(=C(C(=C7)OC)O)OC)O)O. Drug 2: CN1C2=C(C=C(C=C2)N(CCCl)CCCl)N=C1CCCC(=O)O.Cl. Cell line: MDA-MB-435. Synergy scores: CSS=3.98, Synergy_ZIP=-1.94, Synergy_Bliss=0.852, Synergy_Loewe=-15.2, Synergy_HSA=-3.02. (4) Drug 1: C1CN1C2=NC(=NC(=N2)N3CC3)N4CC4. Drug 2: COC1=C(C=C2C(=C1)N=CN=C2NC3=CC(=C(C=C3)F)Cl)OCCCN4CCOCC4. Cell line: M14. Synergy scores: CSS=18.6, Synergy_ZIP=0.976, Synergy_Bliss=1.66, Synergy_Loewe=-10.7, Synergy_HSA=0.530. (5) Drug 1: C1=C(C(=O)NC(=O)N1)N(CCCl)CCCl. Drug 2: CCCCC(=O)OCC(=O)C1(CC(C2=C(C1)C(=C3C(=C2O)C(=O)C4=C(C3=O)C=CC=C4OC)O)OC5CC(C(C(O5)C)O)NC(=O)C(F)(F)F)O. Cell line: SR. Synergy scores: CSS=22.2, Synergy_ZIP=-12.7, Synergy_Bliss=-25.5, Synergy_Loewe=-23.9, Synergy_HSA=-23.2. (6) Drug 1: CS(=O)(=O)C1=CC(=C(C=C1)C(=O)NC2=CC(=C(C=C2)Cl)C3=CC=CC=N3)Cl. Drug 2: CCCCCOC(=O)NC1=NC(=O)N(C=C1F)C2C(C(C(O2)C)O)O. Cell line: SF-295. Synergy scores: CSS=1.97, Synergy_ZIP=-0.384, Synergy_Bliss=0.597, Synergy_Loewe=0.773, Synergy_HSA=0.890.